Dataset: Full USPTO retrosynthesis dataset with 1.9M reactions from patents (1976-2016). Task: Predict the reactants needed to synthesize the given product. (1) Given the product [CH3:36][C@H:33]1[CH2:34][CH2:35][C@H:30]([CH2:29][N:12]2[C:11]3[C:15](=[N:16][C:17]([C:19]#[N:20])=[N:18][CH:10]=3)[N:14]=[CH:13]2)[CH2:31][CH2:32]1, predict the reactants needed to synthesize it. The reactants are: [H-].[Na+].ClC1C=C([C:10]2[N:18]=[C:17]([C:19]#[N:20])[N:16]=[C:15]3[C:11]=2[N:12]([CH2:29][C@H:30]2[CH2:35][CH2:34][C@H:33]([CH3:36])[CH2:32][CH2:31]2)[C:13](C(O)C2C=CC=CC=2)=[N:14]3)C=CC=1.CI. (2) Given the product [I:1][C:2]1[CH:3]=[CH:4][C:5](=[N:8][S:9]([C:12]2[CH:17]=[CH:16][C:15]([CH3:18])=[CH:14][CH:13]=2)(=[O:11])=[O:10])[N:6]([CH:20]([C:22](=[O:25])[CH2:23][CH3:24])[CH3:21])[CH:7]=1, predict the reactants needed to synthesize it. The reactants are: [I:1][C:2]1[CH:3]=[CH:4][C:5]([NH:8][S:9]([C:12]2[CH:17]=[CH:16][C:15]([CH3:18])=[CH:14][CH:13]=2)(=[O:11])=[O:10])=[N:6][CH:7]=1.Br[CH:20]([C:22](=[O:25])[CH2:23][CH3:24])[CH3:21].C(N(CC)C(C)C)(C)C. (3) Given the product [O:1]1[CH2:28][CH:2]1[CH2:3][N:4]([C:22]1[CH:23]=[CH:24][CH:25]=[CH:26][CH:27]=1)[N:5]=[CH:6][C:7]1[CH:19]=[CH:18][C:10]([N:11]([CH2:12][CH3:13])[CH2:20][CH3:21])=[CH:9][CH:8]=1, predict the reactants needed to synthesize it. The reactants are: [O:1]1[CH2:28][CH:2]1[CH2:3][N:4]([C:22]1[CH:27]=[CH:26][CH:25]=[CH:24][CH:23]=1)[N:5]=[CH:6][C:7]1[CH:8]=[CH:9][C:10]2[N:11]([CH2:20][CH3:21])[C:12]3C([C:18]=2[CH:19]=1)=CC=C[CH:13]=3.C1(NN=CC2C=CC3N(CC)C4C(C=3C=2)=CC=CC=4)C=CC=CC=1.C1(NN=CC2C=CC(N(CC)CC)=CC=2)C=CC=CC=1.C=O. (4) Given the product [Cl:17][C:18]1[CH:19]=[CH:20][C:21]2[N:22]([CH:24]=[C:25]([NH:27][C:12](=[O:14])[C:11]3[CH:10]=[CH:9][C:8]([C:5]([CH3:6])([CH3:7])[CH2:4][CH2:3][C:1]#[N:2])=[CH:16][CH:15]=3)[N:26]=2)[CH:23]=1, predict the reactants needed to synthesize it. The reactants are: [C:1]([CH2:3][CH2:4][C:5]([C:8]1[CH:16]=[CH:15][C:11]([C:12]([OH:14])=O)=[CH:10][CH:9]=1)([CH3:7])[CH3:6])#[N:2].[Cl:17][C:18]1[CH:19]=[CH:20][C:21]2[N:22]([CH:24]=[C:25]([NH2:27])[N:26]=2)[CH:23]=1. (5) Given the product [OH:25][CH2:26][CH:27]([NH:30][S:31]([C:34]1[S:35][C:36]([C:13]#[C:12][C:11]2[CH:10]=[N:9][N:8]3[C:3]([CH:2]([F:1])[F:24])=[CH:4][C:5]([C:14]4[CH:19]=[CH:18][C:17]([C:20]([F:23])([F:22])[F:21])=[CH:16][CH:15]=4)=[N:6][C:7]=23)=[CH:37][CH:38]=1)(=[O:33])=[O:32])[CH2:28][OH:29], predict the reactants needed to synthesize it. The reactants are: [F:1][CH:2]([F:24])[C:3]1[N:8]2[N:9]=[CH:10][C:11]([C:12]#[CH:13])=[C:7]2[N:6]=[C:5]([C:14]2[CH:19]=[CH:18][C:17]([C:20]([F:23])([F:22])[F:21])=[CH:16][CH:15]=2)[CH:4]=1.[OH:25][CH2:26][CH:27]([NH:30][S:31]([C:34]1[S:35][C:36](Br)=[CH:37][CH:38]=1)(=[O:33])=[O:32])[CH2:28][OH:29]. (6) The reactants are: [F:1][C:2]1[CH:8]=[CH:7][C:5]([NH2:6])=[CH:4][C:3]=1[O:9][CH3:10].[CH:11](=O)/[CH:12]=[CH:13]/[CH3:14].[OH-].[NH4+]. Given the product [F:1][C:2]1[CH:8]=[C:7]2[C:5](=[CH:4][C:3]=1[O:9][CH3:10])[N:6]=[C:13]([CH3:14])[CH:12]=[CH:11]2, predict the reactants needed to synthesize it.